From a dataset of Full USPTO retrosynthesis dataset with 1.9M reactions from patents (1976-2016). Predict the reactants needed to synthesize the given product. (1) Given the product [CH3:1][N:2]1[C:6]([C:7](=[N:14][O:15][CH2:16][C:17]2[N:22]=[C:21]([CH2:23][NH:24][C:25](=[O:31])[CH2:26][CH2:27][CH2:28][CH2:29][CH3:30])[CH:20]=[CH:19][CH:18]=2)[C:8]2[CH:9]=[CH:10][CH:11]=[CH:12][CH:13]=2)=[N:5][N:4]=[N:3]1, predict the reactants needed to synthesize it. The reactants are: [CH3:1][N:2]1[C:6]([C:7](=[N:14][O:15][CH2:16][C:17]2[N:22]=[C:21]([CH2:23][NH2:24])[CH:20]=[CH:19][CH:18]=2)[C:8]2[CH:13]=[CH:12][CH:11]=[CH:10][CH:9]=2)=[N:5][N:4]=[N:3]1.[C:25](Cl)(=[O:31])[CH2:26][CH2:27][CH2:28][CH2:29][CH3:30]. (2) Given the product [C:19]([C:21]1[CH:22]=[CH:23][C:24]([C:6]([N:8]2[CH2:12][C:11](=[N:13][O:14][CH3:15])[CH2:10][C@H:9]2[C:16]([NH:45][C:41]2[CH:42]=[CH:43][C:44]3[N:32]([CH2:30][CH3:31])[C:33]4[C:38]([C:39]=3[CH:40]=2)=[CH:37][CH:36]=[CH:35][CH:34]=4)=[O:18])=[O:7])=[CH:28][CH:29]=1)#[N:20], predict the reactants needed to synthesize it. The reactants are: C(O[C:6]([N:8]1[CH2:12][C:11](=[N:13][O:14][CH3:15])[CH2:10][C@H:9]1[C:16]([OH:18])=O)=[O:7])(C)(C)C.[C:19]([C:21]1[CH:29]=[CH:28][C:24](C(Cl)=O)=[CH:23][CH:22]=1)#[N:20].[CH2:30]([N:32]1[C:44]2[CH:43]=[CH:42][C:41]([NH2:45])=[CH:40][C:39]=2[C:38]2[C:33]1=[CH:34][CH:35]=[CH:36][CH:37]=2)[CH3:31]. (3) Given the product [NH2:8][C@@H:9]1[CH2:13][CH2:12][N:11]([C:14]2[C:15]3[C:37]([Cl:40])=[C:36]([CH2:38][CH3:39])[NH:35][C:16]=3[N:17]=[C:18]([S:20][C:21]3[CH:22]=[C:23]4[C:28](=[CH:29][CH:30]=3)[N:27]=[C:26]([CH3:31])[CH:25]=[C:24]4[C:32]([OH:34])=[O:33])[N:19]=2)[CH2:10]1, predict the reactants needed to synthesize it. The reactants are: C(OC([NH:8][C@@H:9]1[CH2:13][CH2:12][N:11]([C:14]2[C:15]3[CH:37]=[C:36]([CH2:38][CH3:39])[NH:35][C:16]=3[N:17]=[C:18]([S:20][C:21]3[CH:22]=[C:23]4[C:28](=[CH:29][CH:30]=3)[N:27]=[C:26]([CH3:31])[CH:25]=[C:24]4[C:32]([OH:34])=[O:33])[N:19]=2)[CH2:10]1)=O)(C)(C)C.[Cl:40]N1C(=O)CCC1=O.FC(F)(F)C(O)=O. (4) Given the product [CH3:1][O:2][C:3](=[O:23])[CH:4]([O:5][C:6]([CH3:9])([CH3:8])[CH3:7])[C:10]1[N:11]([CH3:22])[C:12](=[O:21])[C:13]2[C:18]([C:19]=1[C:25]1[CH:26]=[C:54]([CH3:43])[C:53]([O:52][CH3:51])=[C:29]([CH3:28])[CH:24]=1)=[CH:17][CH:16]=[CH:15][CH:14]=2, predict the reactants needed to synthesize it. The reactants are: [CH3:1][O:2][C:3](=[O:23])[CH:4]([C:10]1[N:11]([CH3:22])[C:12](=[O:21])[C:13]2[C:18]([C:19]=1Br)=[CH:17][CH:16]=[CH:15][CH:14]=2)[O:5][C:6]([CH3:9])([CH3:8])[CH3:7].[CH:24]1[CH:29]=[CH:28]C(P([C:24]2[CH:29]=[CH:28]C=[CH:26][CH:25]=2)[C:24]2[CH:29]=[CH:28]C=[CH:26][CH:25]=2)=[CH:26][CH:25]=1.[C:43]([O-])([O-])=O.[Na+].[Na+].O1[CH2:54][CH2:53][O:52][CH2:51]C1.O. (5) Given the product [OH:3][CH:4]([C:28]1[CH:29]=[CH:30][C:31]([O:34][C:35]2[CH:36]=[N:37][CH:38]=[CH:39][CH:40]=2)=[CH:32][CH:33]=1)[CH:5]([NH:6][C:7](=[O:8])[O:9][C:10]([CH3:13])([CH3:11])[CH3:12])[CH2:14][C:15]1[CH:20]=[CH:19][CH:18]=[C:17]([O:21][C:22]([F:26])([F:27])[CH:23]([F:24])[F:25])[CH:16]=1, predict the reactants needed to synthesize it. The reactants are: O=C1[N:6]([C:7]([O:9][C:10]([CH3:13])([CH3:12])[CH3:11])=[O:8])[CH:5]([CH2:14][C:15]2[CH:20]=[CH:19][CH:18]=[C:17]([O:21][C:22]([F:27])([F:26])[CH:23]([F:25])[F:24])[CH:16]=2)[CH:4]([C:28]2[CH:33]=[CH:32][C:31]([O:34][C:35]3[CH:36]=[N:37][CH:38]=[CH:39][CH:40]=3)=[CH:30][CH:29]=2)[O:3]1.[OH-].[Na+].O. (6) Given the product [CH3:13][N:7]1[CH:6]=[CH:5][C:4]2[C:9](=[CH:10][CH:11]=[C:2]([C:18]3[CH:17]=[N:16][N:15]([CH3:14])[CH:19]=3)[CH:3]=2)[C:8]1=[O:12], predict the reactants needed to synthesize it. The reactants are: Br[C:2]1[CH:3]=[C:4]2[C:9](=[CH:10][CH:11]=1)[C:8](=[O:12])[N:7]([CH3:13])[CH:6]=[CH:5]2.[CH3:14][N:15]1[CH:19]=[C:18](B2OC(C)(C)C(C)(C)O2)[CH:17]=[N:16]1.[F-].[Cs+].